This data is from Forward reaction prediction with 1.9M reactions from USPTO patents (1976-2016). The task is: Predict the product of the given reaction. (1) Given the reactants C([O-])(=O)C.[Zn+2:5].C([O-])(=O)C.[C:10]([OH:29])(=[O:28])[CH2:11][CH2:12][CH2:13][CH2:14][CH2:15][CH2:16][CH2:17]/[CH:18]=[CH:19]\[CH2:20][CH2:21][CH2:22][CH2:23][CH2:24][CH2:25][CH2:26][CH3:27], predict the reaction product. The product is: [C:10]([O-:29])(=[O:28])[CH2:11][CH2:12][CH2:13][CH2:14][CH2:15][CH2:16][CH2:17]/[CH:18]=[CH:19]\[CH2:20][CH2:21][CH2:22][CH2:23][CH2:24][CH2:25][CH2:26][CH3:27].[Zn+2:5].[C:10]([O-:29])(=[O:28])[CH2:11][CH2:12][CH2:13][CH2:14][CH2:15][CH2:16][CH2:17]/[CH:18]=[CH:19]\[CH2:20][CH2:21][CH2:22][CH2:23][CH2:24][CH2:25][CH2:26][CH3:27]. (2) The product is: [C:1]([O:5][C:6]([N:8]1[CH2:13][CH2:12][CH:11]([N:14]2[CH:15]([CH2:18][C:19]3[CH:20]=[CH:21][C:22]([Cl:25])=[CH:23][CH:24]=3)[CH2:16][O:17][C:33]2=[O:34])[CH2:10][CH2:9]1)=[O:7])([CH3:4])([CH3:2])[CH3:3]. Given the reactants [C:1]([O:5][C:6]([N:8]1[CH2:13][CH2:12][CH:11]([NH:14][CH:15]([CH2:18][C:19]2[CH:24]=[CH:23][C:22]([Cl:25])=[CH:21][CH:20]=2)[CH2:16][OH:17])[CH2:10][CH2:9]1)=[O:7])([CH3:4])([CH3:3])[CH3:2].C(N(CC)CC)C.[C:33](C1NC=CN=1)(C1NC=CN=1)=[O:34], predict the reaction product. (3) Given the reactants [CH3:1][C:2](O)([CH3:4])[CH3:3].Cl[C:7]1[C:12]([C:13]([O:15][CH2:16][CH3:17])=[O:14])=[CH:11][N:10]=[C:9]2[N:18]([CH2:21][CH3:22])[N:19]=[CH:20][C:8]=12.CC[N:25](C(C)C)C(C)C, predict the reaction product. The product is: [CH3:1][C:2]([NH:25][C:7]1[C:12]([C:13]([O:15][CH2:16][CH3:17])=[O:14])=[CH:11][N:10]=[C:9]2[N:18]([CH2:21][CH3:22])[N:19]=[CH:20][C:8]=12)([CH3:4])[CH3:3]. (4) Given the reactants [Cl:1][C:2]1[C:7]([C:8]2[C:9](=[O:21])[N:10]([CH2:19][CH3:20])[C:11]3[C:16]([CH:17]=2)=[CH:15][N:14]=[C:13](Cl)[CH:12]=3)=[CH:6][C:5]([NH:22][C:23]([NH:25][C:26]2[CH:31]=[CH:30][CH:29]=[C:28]([C:32]#[N:33])[CH:27]=2)=[O:24])=[C:4]([F:34])[CH:3]=1.CC(C1C=C(C(C)C)C(C2C(P(C(C)(C)C)C(C)(C)C)=CC=CC=2)=C(C(C)C)C=1)C.C([O-])([O-])=O.[Cs+].[Cs+].[CH3:71][NH2:72], predict the reaction product. The product is: [Cl:1][C:2]1[C:7]([C:8]2[C:9](=[O:21])[N:10]([CH2:19][CH3:20])[C:11]3[C:16]([CH:17]=2)=[CH:15][N:14]=[C:13]([NH:72][CH3:71])[CH:12]=3)=[CH:6][C:5]([NH:22][C:23]([NH:25][C:26]2[CH:31]=[CH:30][CH:29]=[C:28]([C:32]#[N:33])[CH:27]=2)=[O:24])=[C:4]([F:34])[CH:3]=1. (5) Given the reactants [Br:1][C:2]1[C:6]2[N:7]=[C:8]([C:12]3[CH:17]=[CH:16][N:15]=[CH:14][C:13]=3[F:18])[N:9]=[C:10](O)[C:5]=2[S:4][CH:3]=1.C(N(CC)CC)C.C(C1C=C(C(C)C)C=C(C(C)C)C=1S(Cl)(=O)=O)(C)C.[C:45]([O:49][C:50](=[O:62])[NH:51][C@H:52]([CH2:60][NH2:61])[CH2:53][C:54]1[CH:59]=[CH:58][CH:57]=[CH:56][CH:55]=1)([CH3:48])([CH3:47])[CH3:46], predict the reaction product. The product is: [C:45]([O:49][C:50](=[O:62])[NH:51][CH:52]([CH2:53][C:54]1[CH:59]=[CH:58][CH:57]=[CH:56][CH:55]=1)[CH2:60][NH:61][C:10]1[C:5]2[S:4][CH:3]=[C:2]([Br:1])[C:6]=2[N:7]=[C:8]([C:12]2[CH:17]=[CH:16][N:15]=[CH:14][C:13]=2[F:18])[N:9]=1)([CH3:48])([CH3:46])[CH3:47]. (6) The product is: [CH:14]1([CH:20]=[N:9][NH:8][C:6](=[O:7])[C:5]2[CH:10]=[CH:11][CH:12]=[C:3]([O:2][CH3:1])[C:4]=2[CH3:13])[CH2:19][CH2:18][CH2:17][CH2:16][CH2:15]1. Given the reactants [CH3:1][O:2][C:3]1[C:4]([CH3:13])=[C:5]([CH:10]=[CH:11][CH:12]=1)[C:6]([NH:8][NH2:9])=[O:7].[CH:14]1([CH:20]=O)[CH2:19][CH2:18][CH2:17][CH2:16][CH2:15]1.C(O)(=O)C, predict the reaction product. (7) Given the reactants B(O)(O)[C@H]1N(C([C@@H](N)C(C)C)=O)CCC1.CS(O)(=O)=O.[C:21]([O:24][CH2:25][C:26]([CH2:28][O:29][C:30](=[O:32])[CH3:31])=O)(=[O:23])[CH3:22].CC(OC)(C)C.[C:39]([CH:44]=P(C1C=CC=CC=1)(C1C=CC=CC=1)C1C=CC=CC=1)([O:41][CH2:42][CH3:43])=[O:40], predict the reaction product. The product is: [CH2:42]([O:41][C:39](=[O:40])[CH:44]=[C:26]([CH2:25][O:24][C:21](=[O:23])[CH3:22])[CH2:28][O:29][C:30](=[O:32])[CH3:31])[CH3:43].